Dataset: Catalyst prediction with 721,799 reactions and 888 catalyst types from USPTO. Task: Predict which catalyst facilitates the given reaction. (1) Reactant: [NH:1]1[C:6](=[O:7])[CH2:5][CH2:4][CH2:3][C:2]1=[O:8].[OH-].[K+].Br[CH2:12][C:13]1[CH:18]=[CH:17][C:16]([O:19][C:20]([F:23])([F:22])[F:21])=[CH:15][CH:14]=1.O. Product: [F:21][C:20]([F:22])([F:23])[O:19][C:16]1[CH:17]=[CH:18][C:13]([CH2:12][N:1]2[C:6](=[O:7])[CH2:5][CH2:4][CH2:3][C:2]2=[O:8])=[CH:14][CH:15]=1. The catalyst class is: 3. (2) Reactant: I[C:2]1[C:7]2[N:8]([C:11]3[CH:16]=[CH:15][CH:14]=[CH:13][CH:12]=3)[CH:9]=[N:10][C:6]=2[CH:5]=[C:4]([C:17]([F:20])([F:19])[F:18])[CH:3]=1.[Cl:21][C:22]1[CH:23]=[C:24](B(O)O)[CH:25]=[CH:26][CH:27]=1.C(O)CCO.C(=O)([O-])[O-].[K+].[K+]. Product: [Cl:21][C:22]1[CH:27]=[C:26]([C:2]2[C:7]3[N:8]([C:11]4[CH:16]=[CH:15][CH:14]=[CH:13][CH:12]=4)[CH:9]=[N:10][C:6]=3[CH:5]=[C:4]([C:17]([F:20])([F:19])[F:18])[CH:3]=2)[CH:25]=[CH:24][CH:23]=1. The catalyst class is: 235. (3) Reactant: [CH3:1][O:2][C:3]1[CH:28]=[CH:27][C:6]([CH2:7][N:8]2[C:12]3=[N:13][CH:14]=[CH:15][C:16]([O:17][C:18]4[CH:23]=[CH:22][C:21]([NH2:24])=[CH:20][C:19]=4[F:25])=[C:11]3[C:10](I)=[N:9]2)=[CH:5][CH:4]=1.[CH3:29][N:30]1[CH2:35][CH2:34][NH:33][CH2:32][CH2:31]1.N1CCC[C@H]1C(O)=O.C([O-])([O-])=O.[K+].[K+]. Product: [F:25][C:19]1[CH:20]=[C:21]([CH:22]=[CH:23][C:18]=1[O:17][C:16]1[CH:15]=[CH:14][N:13]=[C:12]2[N:8]([CH2:7][C:6]3[CH:27]=[CH:28][C:3]([O:2][CH3:1])=[CH:4][CH:5]=3)[N:9]=[C:10]([N:33]3[CH2:34][CH2:35][N:30]([CH3:29])[CH2:31][CH2:32]3)[C:11]=12)[NH2:24]. The catalyst class is: 419. (4) Reactant: [N+:1]([C:4]1[CH:5]=[CH:6][C:7]2[O:12][CH2:11][C:10](=[O:13])[NH:9][C:8]=2[CH:14]=1)([O-:3])=[O:2].C([O-])([O-])=O.[K+].[K+].[CH2:21]([O:23][C:24](=[O:28])[CH:25](Br)[CH3:26])[CH3:22]. Product: [CH2:21]([O:23][C:24](=[O:28])[CH:25]([N:9]1[C:8]2[CH:14]=[C:4]([N+:1]([O-:3])=[O:2])[CH:5]=[CH:6][C:7]=2[O:12][CH2:11][C:10]1=[O:13])[CH3:26])[CH3:22]. The catalyst class is: 3. (5) Reactant: [C:1]([NH:11][C@@H:12]([C:20]([OH:22])=O)[CH2:13][C:14]1[CH:19]=[CH:18][CH:17]=[CH:16][CH:15]=1)([O:3][CH2:4][C:5]1[CH:10]=[CH:9][CH:8]=[CH:7][CH:6]=1)=[O:2].C1C=C2[N:29]=NN(O)C2=CC=1.O.C(Cl)CCl.[NH4+].[OH-]. Product: [NH2:29][C:20](=[O:22])[C@H:12]([NH:11][C:1](=[O:2])[O:3][CH2:4][C:5]1[CH:10]=[CH:9][CH:8]=[CH:7][CH:6]=1)[CH2:13][C:14]1[CH:19]=[CH:18][CH:17]=[CH:16][CH:15]=1. The catalyst class is: 173.